From a dataset of Human liver microsome stability data. Regression/Classification. Given a drug SMILES string, predict its absorption, distribution, metabolism, or excretion properties. Task type varies by dataset: regression for continuous measurements (e.g., permeability, clearance, half-life) or binary classification for categorical outcomes (e.g., BBB penetration, CYP inhibition). Dataset: hlm. (1) The molecule is Cc1ccc2c(c1)CCN2C(=O)c1ccc2c(c1)N(C1CC1)C(C)C(=O)N2C. The result is 1 (stable in human liver microsomes). (2) The molecule is COc1cc2nc3ccc(Nc4ccc(OC(F)(F)F)cc4)cc3c(O)c2cc1Cl. The result is 0 (unstable in human liver microsomes).